This data is from Full USPTO retrosynthesis dataset with 1.9M reactions from patents (1976-2016). The task is: Predict the reactants needed to synthesize the given product. (1) Given the product [CH2:93]([O:100][C:101]1[CH:102]=[C:103]([CH:106]=[CH:107][CH:108]=1)[C:104]#[N:105])[C:94]1[CH:95]=[CH:96][CH:97]=[CH:98][CH:99]=1, predict the reactants needed to synthesize it. The reactants are: C1(C2C=CC=CC=2)C=CC(CC(O)=O)=CC=1.C(N(C(C)C)CC)(C)C.F[P-](F)(F)(F)(F)F.N1C2C=CC=C(O[P+](N3CCCC3)(N3CCCC3)N3CCCC3)C=2N=N1.C1CN([P+](ON2N=NC3C=CC=CC2=3)(N2CCCC2)N2CCCC2)CC1.F[P-](F)(F)(F)(F)F.Cl.[CH2:93]([O:100][C:101]1[CH:102]=[C:103]([CH:106]=[CH:107][CH:108]=1)[CH2:104][NH2:105])[C:94]1[CH:99]=[CH:98][CH:97]=[CH:96][CH:95]=1.Cl. (2) Given the product [Br:13][C:10]1[CH:11]=[CH:12][C:7]2[N:8]([C:16]([C:17]([O:19][CH2:20][CH3:21])=[O:18])=[CH:22][N:6]=2)[CH:9]=1, predict the reactants needed to synthesize it. The reactants are: OS(O)(=O)=O.[NH2:6][C:7]1[CH:12]=[CH:11][C:10]([Br:13])=[CH:9][N:8]=1.[K].Cl[CH:16]([CH:22]=O)[C:17]([O:19][CH2:20][CH3:21])=[O:18]. (3) Given the product [CH2:9]1[C:8]2([CH2:7][CH2:6][C:5](=[O:4])[CH2:15][CH2:14]2)[CH2:12][C:11](=[O:13])[NH:10]1, predict the reactants needed to synthesize it. The reactants are: O1[C:5]2([CH2:15][CH2:14][C:8]3([CH2:12][C:11](=[O:13])[NH:10][CH2:9]3)[CH2:7][CH2:6]2)[O:4]CC1. (4) Given the product [Cl:1][C:2]1[C:3]([S:29][C:30]2[CH:31]=[CH:32][C:33]([O:36][CH3:37])=[CH:34][CH:35]=2)=[CH:4][C:5]([F:28])=[C:6]([S:8]([NH:11][C:12]2[S:13][CH:14]=[N:15][N:16]=2)(=[O:10])=[O:9])[CH:7]=1, predict the reactants needed to synthesize it. The reactants are: [Cl:1][C:2]1[C:3]([S:29][C:30]2[CH:35]=[CH:34][C:33]([O:36][CH3:37])=[CH:32][CH:31]=2)=[CH:4][C:5]([F:28])=[C:6]([S:8]([N:11](CC2C=CC(OC)=CC=2OC)[C:12]2[S:13][CH:14]=[N:15][N:16]=2)(=[O:10])=[O:9])[CH:7]=1.Cl. (5) Given the product [C:17]([O:11][C:4]1[CH:3]=[C:2]([Cl:1])[CH:10]=[CH:9][C:5]=1[C:6]([OH:8])=[O:7])(=[O:19])[CH3:18], predict the reactants needed to synthesize it. The reactants are: [Cl:1][C:2]1[CH:3]=[C:4]([OH:11])[C:5](=[CH:9][CH:10]=1)[C:6]([OH:8])=[O:7].S(=O)(=O)(O)O.[C:17](OC(=O)C)(=[O:19])[CH3:18]. (6) Given the product [CH:13]([O:12][C:9]1([C:6]2[CH:5]=[CH:4][C:3]([C:1]#[C:2][C:24]3[CH:25]=[CH:26][C:21]([CH2:20][C:19]([O:18][CH3:17])=[O:28])=[CH:22][CH:23]=3)=[CH:8][C:7]=2[CH3:29])[CH2:10][CH2:11]1)([CH3:14])[CH3:15], predict the reactants needed to synthesize it. The reactants are: [C:1]([C:3]1[CH:8]=[CH:7][C:6]([C:9]2([O:12][CH:13]([CH3:15])[CH3:14])[CH2:11][CH2:10]2)=[CH:5][C:4]=1C)#[CH:2].[CH3:17][O:18][C:19](=[O:28])[CH2:20][C:21]1[CH:26]=[CH:25][C:24](I)=[CH:23][CH:22]=1.[CH2:29](N(CC)CC)C. (7) The reactants are: [CH:1]1([C:6]2[C:14]3[C:9](=[CH:10][CH:11]=[CH:12][CH:13]=3)[N:8]([S:15]([C:18]3[CH:26]=[CH:25][C:21]([C:22]([OH:24])=O)=[CH:20][CH:19]=3)(=[O:17])=[O:16])[CH:7]=2)[CH2:5][CH2:4][CH2:3][CH2:2]1.C1CN([P+](O[N:44]2N=[N:51][C:46]3C=[CH:48][CH:49]=[CH:50][C:45]2=3)(N2CCCC2)N2CCCC2)CC1.F[P-](F)(F)(F)(F)F.N[C:61]1C=NC=CC=1.CCN(C(C)C)C(C)C. Given the product [CH:1]1([C:6]2[C:14]3[C:9](=[CH:10][CH:11]=[CH:12][CH:13]=3)[N:8]([S:15]([C:18]3[CH:19]=[CH:20][C:21]([C:22]([NH:44][C:45]4[CH:46]=[N:51][CH:48]=[CH:49][CH:50]=4)=[O:24])=[C:25]([CH3:61])[CH:26]=3)(=[O:17])=[O:16])[CH:7]=2)[CH2:2][CH2:3][CH2:4][CH2:5]1, predict the reactants needed to synthesize it. (8) The reactants are: [F:1][C:2]1[CH:7]=[CH:6][C:5]([C:8]2[N:12]=[N:11][N:10]([CH3:13])[C:9]=2[CH:14]=O)=[CH:4][CH:3]=1.[C:16](=O)([O-])[O-].[K+].[K+].COP(C(=[N+]=[N-])C(=O)C)(=O)OC.C(=O)([O-])[O-].[Na+].[Na+]. Given the product [C:14]([C:9]1[N:10]([CH3:13])[N:11]=[N:12][C:8]=1[C:5]1[CH:6]=[CH:7][C:2]([F:1])=[CH:3][CH:4]=1)#[CH:16], predict the reactants needed to synthesize it.